Dataset: Reaction yield outcomes from USPTO patents with 853,638 reactions. Task: Predict the reaction yield, written as a fraction of the theoretical maximum amount of product (1.0 means a 100% yield; for example, 0.34 means a 34% yield). (1) The reactants are [CH3:1][C:2]1([C:8]([C:10]2[C:18]3[C:13](=[N:14][CH:15]=[C:16]([C:19]4[CH:24]=[C:23]([O:25][CH3:26])[C:22]([O:27][CH3:28])=[C:21]([O:29][CH3:30])[CH:20]=4)[N:17]=3)[NH:12][CH:11]=2)=[O:9])[CH2:7][CH2:6]S[CH2:4][CH2:3]1.O.O[O:33][S:34]([O-:36])=O.[K+]. The catalyst is C(#N)C.CO. The product is [CH3:1][C:2]1([C:8]([C:10]2[C:18]3[C:13](=[N:14][CH:15]=[C:16]([C:19]4[CH:20]=[C:21]([O:29][CH3:30])[C:22]([O:27][CH3:28])=[C:23]([O:25][CH3:26])[CH:24]=4)[N:17]=3)[NH:12][CH:11]=2)=[O:9])[CH2:7][CH2:6][S:34](=[O:36])(=[O:33])[CH2:4][CH2:3]1. The yield is 0.620. (2) The reactants are [ClH:1].Cl.[C:3]1([NH2:11])[C:4]([NH2:10])=[CH:5][C:6]([NH2:9])=[CH:7][CH:8]=1.[OH:12][C:13]1[CH:18]=[CH:17][C:16]([C:19]([C:21]([C:23]2[CH:28]=[CH:27][C:26]([OH:29])=[CH:25][CH:24]=2)=O)=O)=[CH:15][CH:14]=1. The product is [ClH:1].[ClH:1].[OH:12][C:13]1[CH:14]=[CH:15][C:16]([C:19]2[C:21]([C:23]3[CH:24]=[CH:25][C:26]([OH:29])=[CH:27][CH:28]=3)=[N:10][C:4]3[C:3](=[CH:8][CH:7]=[C:6]([NH2:9])[CH:5]=3)[N:11]=2)=[CH:17][CH:18]=1. The catalyst is O1CCOCC1.O. The yield is 0.837. (3) The reactants are Br[C:2]1[CH:9]=[C:8]([O:10][C:11]2[CH:16]=[CH:15][CH:14]=[C:13]([O:17][CH3:18])[CH:12]=2)[CH:7]=[CH:6][C:3]=1[CH:4]=[O:5].[B:19]1([B:19]2[O:23][C:22]([CH3:25])([CH3:24])[C:21]([CH3:27])([CH3:26])[O:20]2)[O:23][C:22]([CH3:25])([CH3:24])[C:21]([CH3:27])([CH3:26])[O:20]1.CC([O-])=O.[K+]. The catalyst is O1CCOCC1. The product is [CH3:18][O:17][C:13]1[CH:12]=[C:11]([CH:16]=[CH:15][CH:14]=1)[O:10][C:8]1[CH:7]=[CH:6][C:3]([CH:4]=[O:5])=[C:2]([B:19]2[O:23][C:22]([CH3:25])([CH3:24])[C:21]([CH3:27])([CH3:26])[O:20]2)[CH:9]=1. The yield is 0.680. (4) The reactants are [NH2:1][C:2]1[NH:7][C:6](=[O:8])[C:5]([CH2:9][NH:10][C:11]([C@H:13]2[CH2:18][CH2:17][C@H:16]([C:19]([O:21][CH3:22])=[O:20])[CH2:15][CH2:14]2)=O)=[N:4][N:3]=1.O=P(Cl)(Cl)Cl. The catalyst is ClCCCl. The product is [NH2:1][C:2]1[NH:7][C:6](=[O:8])[C:5]2=[CH:9][N:10]=[C:11]([C@H:13]3[CH2:18][CH2:17][C@H:16]([C:19]([O:21][CH3:22])=[O:20])[CH2:15][CH2:14]3)[N:4]2[N:3]=1. The yield is 0.760. (5) The reactants are [CH:1]([C:3]1[CH:8]=[CH:7][C:6]([O:9][C:10]2[CH:15]=[CH:14][C:13]([Cl:16])=[C:12]([C:17]([F:20])([F:19])[F:18])[CH:11]=2)=[C:5]([F:21])[CH:4]=1)=[CH2:2].B1C2CCCC1CCC2.[OH-:31].[Na+].OO. The catalyst is C1COCC1. The product is [Cl:16][C:13]1[CH:14]=[CH:15][C:10]([O:9][C:6]2[CH:7]=[CH:8][C:3]([CH2:1][CH2:2][OH:31])=[CH:4][C:5]=2[F:21])=[CH:11][C:12]=1[C:17]([F:20])([F:18])[F:19]. The yield is 0.950. (6) The reactants are [NH2:1][CH2:2][C:3]1[C:4]([NH:19][C@H:20]([C:22]2[CH:27]=[CH:26][C:25]([F:28])=[CH:24][CH:23]=2)[CH3:21])=[N:5][C:6]([NH:10][C:11]2[CH:15]=[C:14]([CH:16]3[CH2:18][CH2:17]3)[NH:13][N:12]=2)=[C:7]([F:9])[CH:8]=1.[O:29]1[CH2:34][CH2:33][N:32]([CH2:35][C:36](O)=[O:37])[CH2:31][CH2:30]1.CN(C(ON1N=NC2C=CC=CC1=2)=[N+](C)C)C.F[P-](F)(F)(F)(F)F.CCN(C(C)C)C(C)C. The catalyst is C(Cl)Cl. The product is [CH:16]1([C:14]2[NH:13][N:12]=[C:11]([NH:10][C:6]3[N:5]=[C:4]([NH:19][C@H:20]([C:22]4[CH:23]=[CH:24][C:25]([F:28])=[CH:26][CH:27]=4)[CH3:21])[C:3]([CH2:2][NH:1][C:36](=[O:37])[CH2:35][N:32]4[CH2:33][CH2:34][O:29][CH2:30][CH2:31]4)=[CH:8][C:7]=3[F:9])[CH:15]=2)[CH2:18][CH2:17]1. The yield is 0.100.